This data is from Full USPTO retrosynthesis dataset with 1.9M reactions from patents (1976-2016). The task is: Predict the reactants needed to synthesize the given product. (1) Given the product [CH3:23][O:22][C:19]1[CH:18]=[CH:17][C:16]([CH2:15][C:10]2[CH:9]=[C:4]3[C:3]([CH2:1][N:24]([C@@H:25]4[C@@H:30]([OH:31])[CH2:29][CH2:28][O:27][CH2:26]4)[C:5]3=[O:6])=[C:12]([CH3:13])[C:11]=2[CH3:14])=[CH:21][CH:20]=1, predict the reactants needed to synthesize it. The reactants are: [CH:1]([C:3]1[C:12]([CH3:13])=[C:11]([CH3:14])[C:10]([CH2:15][C:16]2[CH:21]=[CH:20][C:19]([O:22][CH3:23])=[CH:18][CH:17]=2)=[CH:9][C:4]=1[C:5](OC)=[O:6])=O.[NH2:24][C@@H:25]1[C@@H:30]([OH:31])[CH2:29][CH2:28][O:27][CH2:26]1.S([O-])([O-])(=O)=O.[Mg+2]. (2) Given the product [CH2:55]([O:54][C:53]([C:46]1[CH:45]=[CH:44][C:6]([O:7][CH2:8][CH2:9][NH:10][C:11]([C:13]2[CH:14]=[CH:15][C:16]3[N:20]=[C:19]([CH:21]([C:23]4[NH:24][C:25]5[CH2:30][CH2:29][NH:28][CH2:27][C:26]=5[N:41]=4)[CH3:22])[N:18]([CH3:42])[C:17]=3[CH:43]=2)=[O:12])=[C:5]([CH:47]=1)[C:3]([OH:2])=[O:4])=[O:48])[C:51]1[CH:52]=[CH:44][CH:6]=[CH:5][CH:3]=1, predict the reactants needed to synthesize it. The reactants are: C[O:2][C:3]([C:5]1[CH:47]=[CH:46][CH:45]=[CH:44][C:6]=1[O:7][CH2:8][CH2:9][NH:10][C:11]([C:13]1[CH:14]=[CH:15][C:16]2[N:20]=[C:19]([CH:21]([C:23]3[NH:24][C:25]4[CH2:30][CH2:29][N:28](C(OCC5C=CC=CC=5)=O)[CH2:27][C:26]=4[N:41]=3)[CH3:22])[N:18]([CH3:42])[C:17]=2[CH:43]=1)=[O:12])=[O:4].[OH-:48].[Li+].Cl.[CH2:51]1[CH2:55][O:54][CH2:53][CH2:52]1. (3) Given the product [Br:1][C:2]1[C:7]2[CH:8]=[C:9]([C:11]([O:13][CH2:14][CH3:15])=[O:12])[O:10][C:6]=2[CH:5]=[C:4]([Br:16])[C:3]=1[O:17][C:18]1[CH:23]=[CH:22][C:21]([OH:24])=[C:20]([C:26](=[O:34])[C:27]2[CH:32]=[CH:31][C:30]([F:33])=[CH:29][CH:28]=2)[CH:19]=1, predict the reactants needed to synthesize it. The reactants are: [Br:1][C:2]1[C:7]2[CH:8]=[C:9]([C:11]([O:13][CH2:14][CH3:15])=[O:12])[O:10][C:6]=2[CH:5]=[C:4]([Br:16])[C:3]=1[O:17][C:18]1[CH:23]=[CH:22][C:21]([O:24]C)=[C:20]([C:26](=[O:34])[C:27]2[CH:32]=[CH:31][C:30]([F:33])=[CH:29][CH:28]=2)[CH:19]=1.[Al+3].[Cl-].[Cl-].[Cl-].C(S)C. (4) Given the product [C:16]([O:15][C:13]([NH:12][C@H:3]([C:2]#[N:1])[CH2:4][C:5]([O:7][C:8]([CH3:11])([CH3:10])[CH3:9])=[O:6])=[O:14])([CH3:17])([CH3:19])[CH3:18], predict the reactants needed to synthesize it. The reactants are: [NH2:1][C:2](=O)[C@@H:3]([NH:12][C:13]([O:15][C:16]([CH3:19])([CH3:18])[CH3:17])=[O:14])[CH2:4][C:5]([O:7][C:8]([CH3:11])([CH3:10])[CH3:9])=[O:6].CN(C)C=O.N1C(Cl)=NC(Cl)=NC=1Cl.[OH-].[Na+].